Binary Classification. Given a T-cell receptor sequence (or CDR3 region) and an epitope sequence, predict whether binding occurs between them. From a dataset of TCR-epitope binding with 47,182 pairs between 192 epitopes and 23,139 TCRs. (1) The epitope is YLNTLTLAV. The TCR CDR3 sequence is CASNEGPGQSFSNQPQHF. Result: 0 (the TCR does not bind to the epitope). (2) The epitope is IVTDFSVIK. The TCR CDR3 sequence is CASSFNTEAFF. Result: 1 (the TCR binds to the epitope).